This data is from Forward reaction prediction with 1.9M reactions from USPTO patents (1976-2016). The task is: Predict the product of the given reaction. (1) Given the reactants [CH3:1][S:2][C:3]1[N:8]=[C:7]([CH2:9][C:10](=O)[CH3:11])[CH:6]=[CH:5][N:4]=1.[C:13]1([NH:19][NH2:20])[CH:18]=[CH:17][CH:16]=[CH:15][CH:14]=1, predict the reaction product. The product is: [CH3:11][C:10](=[N:20][NH:19][C:13]1[CH:18]=[CH:17][CH:16]=[CH:15][CH:14]=1)[CH2:9][C:7]1[CH:6]=[CH:5][N:4]=[C:3]([S:2][CH3:1])[N:8]=1. (2) The product is: [F:8][CH:9]([F:13])[C:10]([N:1]=[C:2]1[CH:7]=[CH:6][CH:5]=[CH:4][NH:3]1)=[O:11]. Given the reactants [NH2:1][C:2]1[CH:7]=[CH:6][CH:5]=[CH:4][N:3]=1.[F:8][CH:9]([F:13])[C:10](O)=[O:11].CCN=C=NCCCN(C)C.Cl, predict the reaction product. (3) The product is: [CH3:38][O:39][C:40]1[CH:60]=[CH:59][C:43]([O:44][C:45]2[CH:58]=[CH:57][C:48]([CH2:49][NH:50][C:51]([C:53]3([NH:56][C:28]([C:27]4[O:23][CH:24]=[N:25][CH:26]=4)=[O:30])[CH2:54][CH2:55]3)=[O:52])=[CH:47][CH:46]=2)=[C:42]([C:61]([F:62])([F:63])[F:64])[CH:41]=1. Given the reactants CN(C(ON1N=NC2C=CC=CC1=2)=[N+](C)C)C.[B-](F)(F)(F)F.[O:23]1[C:27]([C:28]([OH:30])=O)=[CH:26][N:25]=[CH:24]1.FC(F)(F)C(O)=O.[CH3:38][O:39][C:40]1[CH:60]=[CH:59][C:43]([O:44][C:45]2[CH:58]=[CH:57][C:48]([CH2:49][NH:50][C:51]([C:53]3([NH2:56])[CH2:55][CH2:54]3)=[O:52])=[CH:47][CH:46]=2)=[C:42]([C:61]([F:64])([F:63])[F:62])[CH:41]=1, predict the reaction product. (4) Given the reactants [CH2:1]([N:8]([C:30]1[CH:31]=[CH:32][C:33]([OH:39])=[C:34]([CH:38]=1)[C:35]([OH:37])=[O:36])[C:9](=[O:29])[CH2:10][N:11]([CH2:22][C:23]1[CH:28]=[CH:27][CH:26]=[CH:25][CH:24]=1)[S:12]([C:15]1[CH:20]=[CH:19][C:18]([CH3:21])=[CH:17][CH:16]=1)(=[O:14])=[O:13])[C:2]1[CH:7]=[CH:6][CH:5]=[CH:4][CH:3]=1.[C:40](#[N:42])[CH3:41], predict the reaction product. The product is: [CH2:22]([N:11]([CH2:10][C:9]([N:8]([C:30]1[CH:31]=[CH:32][C:33]([OH:39])=[C:34]([CH:38]=1)[C:35]([OH:37])=[O:36])[CH2:1][C:2]1[CH:3]=[CH:4][CH:5]=[C:6]([C:16]2[CH:15]=[CH:20][N:42]=[CH:40][CH:41]=2)[CH:7]=1)=[O:29])[S:12]([C:15]1[CH:16]=[CH:17][C:18]([C:21]2[CH:6]=[CH:7][CH:2]=[CH:3][CH:4]=2)=[CH:19][CH:20]=1)(=[O:14])=[O:13])[C:23]1[CH:28]=[CH:27][CH:26]=[CH:25][CH:24]=1.